From a dataset of NCI-60 drug combinations with 297,098 pairs across 59 cell lines. Regression. Given two drug SMILES strings and cell line genomic features, predict the synergy score measuring deviation from expected non-interaction effect. (1) Drug 1: CC12CCC3C(C1CCC2O)C(CC4=C3C=CC(=C4)O)CCCCCCCCCS(=O)CCCC(C(F)(F)F)(F)F. Drug 2: C1CN(CCN1C(=O)CCBr)C(=O)CCBr. Cell line: SK-MEL-5. Synergy scores: CSS=24.0, Synergy_ZIP=-8.96, Synergy_Bliss=-6.83, Synergy_Loewe=-6.23, Synergy_HSA=-5.03. (2) Drug 1: CC1C(C(=O)NC(C(=O)N2CCCC2C(=O)N(CC(=O)N(C(C(=O)O1)C(C)C)C)C)C(C)C)NC(=O)C3=C4C(=C(C=C3)C)OC5=C(C(=O)C(=C(C5=N4)C(=O)NC6C(OC(=O)C(N(C(=O)CN(C(=O)C7CCCN7C(=O)C(NC6=O)C(C)C)C)C)C(C)C)C)N)C. Drug 2: C(CN)CNCCSP(=O)(O)O. Cell line: SN12C. Synergy scores: CSS=28.7, Synergy_ZIP=-3.21, Synergy_Bliss=6.19, Synergy_Loewe=-81.2, Synergy_HSA=6.77. (3) Drug 1: CC(C)NC(=O)C1=CC=C(C=C1)CNNC.Cl. Drug 2: COC1=C2C(=CC3=C1OC=C3)C=CC(=O)O2. Cell line: IGROV1. Synergy scores: CSS=0.130, Synergy_ZIP=-0.579, Synergy_Bliss=-1.30, Synergy_Loewe=0.586, Synergy_HSA=-0.456. (4) Drug 1: C1=NC2=C(N1)C(=S)N=C(N2)N. Drug 2: C1CN1P(=S)(N2CC2)N3CC3. Cell line: UACC62. Synergy scores: CSS=30.1, Synergy_ZIP=-7.51, Synergy_Bliss=-5.33, Synergy_Loewe=-5.86, Synergy_HSA=-1.48. (5) Drug 1: C1=CC(=CC=C1CC(C(=O)O)N)N(CCCl)CCCl.Cl. Synergy scores: CSS=9.43, Synergy_ZIP=-1.08, Synergy_Bliss=1.64, Synergy_Loewe=-4.89, Synergy_HSA=-4.09. Drug 2: C1C(C(OC1N2C=NC3=C(N=C(N=C32)Cl)N)CO)O. Cell line: SK-MEL-5.